This data is from Reaction yield outcomes from USPTO patents with 853,638 reactions. The task is: Predict the reaction yield, written as a fraction of the theoretical maximum amount of product (1.0 means a 100% yield; for example, 0.34 means a 34% yield). The reactants are [CH3:1][O:2][CH:3]1[CH2:10][CH:9]2[CH:5]([CH2:6][CH:7](OS(C)(=O)=O)[CH2:8]2)[CH2:4]1.[N-:16]=[N+:17]=[N-:18].[Na+]. The product is [CH3:1][O:2][CH:3]1[CH2:10][CH:9]2[CH:5]([CH2:6][CH:7]([N:16]=[N+:17]=[N-:18])[CH2:8]2)[CH2:4]1. The yield is 0.480. The catalyst is CN(C)C=O.